From a dataset of Forward reaction prediction with 1.9M reactions from USPTO patents (1976-2016). Predict the product of the given reaction. (1) Given the reactants [CH3:1][N:2]1[CH:6]=[C:5]([NH:7]C(=O)OC(C)(C)C)[N:4]=[C:3]1[CH3:15].[ClH:16], predict the reaction product. The product is: [ClH:16].[CH3:1][N:2]1[CH:6]=[C:5]([NH2:7])[N:4]=[C:3]1[CH3:15]. (2) Given the reactants [O:1]1CCCO[CH:2]1[C:7]1[CH:8]=[CH:9][C:10]([C:13]2[S:21][C:20]3[C:15](=[N:16][CH:17]=[CH:18][C:19]=3[O:22][C:23]3[CH:28]=[CH:27][C:26]([N+:29]([O-:31])=[O:30])=[CH:25][C:24]=3[F:32])[CH:14]=2)=[N:11][CH:12]=1, predict the reaction product. The product is: [F:32][C:24]1[CH:25]=[C:26]([N+:29]([O-:31])=[O:30])[CH:27]=[CH:28][C:23]=1[O:22][C:19]1[CH:18]=[CH:17][N:16]=[C:15]2[CH:14]=[C:13]([C:10]3[CH:9]=[CH:8][C:7]([CH:2]=[O:1])=[CH:12][N:11]=3)[S:21][C:20]=12. (3) Given the reactants [N:1]1[C:9]([NH:10][C@H:11]([C:13]2[N:14]([C:26]3[CH:31]=[CH:30][CH:29]=[CH:28][CH:27]=3)[C:15](=[O:25])[C:16]3[C:21]([CH:22]=2)=[CH:20][CH:19]=[CH:18][C:17]=3[CH:23]=O)[CH3:12])=[C:8]2[C:4]([NH:5][CH:6]=[N:7]2)=[N:3][CH:2]=1.Cl.[NH2:33]O, predict the reaction product. The product is: [N:1]1[C:9]([NH:10][C@H:11]([C:13]2[N:14]([C:26]3[CH:31]=[CH:30][CH:29]=[CH:28][CH:27]=3)[C:15](=[O:25])[C:16]3[C:21]([CH:22]=2)=[CH:20][CH:19]=[CH:18][C:17]=3[C:23]#[N:33])[CH3:12])=[C:8]2[C:4]([NH:5][CH:6]=[N:7]2)=[N:3][CH:2]=1. (4) Given the reactants [Cl:1][C:2]1[CH:7]=[CH:6][C:5]([S:8]([NH:11][C@@H:12]2[CH2:18][C:17]([CH3:20])([CH3:19])[CH2:16][CH2:15][NH:14][C:13]2=[O:21])(=[O:10])=[O:9])=[CH:4][CH:3]=1.Br[CH2:23][C:24]1[CH:29]=[CH:28][C:27]([C:30]2[O:34][N:33]=[CH:32][CH:31]=2)=[CH:26][CH:25]=1, predict the reaction product. The product is: [Cl:1][C:2]1[CH:3]=[CH:4][C:5]([S:8]([N:11]([C@@H:12]2[CH2:18][C:17]([CH3:19])([CH3:20])[CH2:16][CH2:15][NH:14][C:13]2=[O:21])[CH2:23][C:24]2[CH:29]=[CH:28][C:27]([C:30]3[O:34][N:33]=[CH:32][CH:31]=3)=[CH:26][CH:25]=2)(=[O:10])=[O:9])=[CH:6][CH:7]=1. (5) Given the reactants [Cl:1][C:2]1[CH:3]=[C:4]([CH:7]=[C:8]([O:10][C:11]2[C:16](=[O:17])[N:15]([CH2:18][C:19]3[CH:24]=[CH:23][N:22]=[N:21][C:20]=3[O:25]C)[CH:14]=[N:13][C:12]=2[C:27]([F:30])([F:29])[F:28])[CH:9]=1)[C:5]#[N:6].C[Si](Cl)(C)C, predict the reaction product. The product is: [Cl:1][C:2]1[CH:3]=[C:4]([CH:7]=[C:8]([O:10][C:11]2[C:16](=[O:17])[N:15]([CH2:18][C:19]3[C:20](=[O:25])[NH:21][N:22]=[CH:23][CH:24]=3)[CH:14]=[N:13][C:12]=2[C:27]([F:29])([F:30])[F:28])[CH:9]=1)[C:5]#[N:6].